Dataset: Full USPTO retrosynthesis dataset with 1.9M reactions from patents (1976-2016). Task: Predict the reactants needed to synthesize the given product. (1) Given the product [C:62]([N:4]([C:40]1[CH:45]=[CH:44][C:43]([Cl:46])=[CH:42][CH:41]=1)[C@H:5]1[C:14]2[C:9](=[CH:10][CH:11]=[CH:12][CH:13]=2)[N:8]([C:15]([C:17]2[CH:38]=[CH:37][C:20]([O:21][CH2:22][CH2:23][CH:24]([N:29]([CH2:30][CH3:66])[CH2:48][CH3:49])[C:25]([O:27][CH3:28])=[O:26])=[CH:19][CH:18]=2)=[O:16])[C@@H:7]([CH3:39])[CH2:6]1)(=[O:64])[CH3:63], predict the reactants needed to synthesize it. The reactants are: C([N:4]([C:40]1[CH:45]=[CH:44][C:43]([Cl:46])=[CH:42][CH:41]=1)[C@H:5]1[C:14]2[C:9](=[CH:10][CH:11]=[CH:12][CH:13]=2)[N:8]([C:15]([C:17]2[CH:38]=[CH:37][C:20]([O:21][CH2:22][CH2:23][CH:24]([NH:29][C:30](OC(C)(C)C)=O)[C:25]([O:27][CH3:28])=[O:26])=[CH:19][CH:18]=2)=[O:16])[C@@H:7]([CH3:39])[CH2:6]1)(=O)C.Cl.[C:48](O[BH-](OC(=O)C)OC(=O)C)(=O)[CH3:49].[Na+].[CH:62](=[O:64])[CH3:63].Cl[CH2:66]Cl. (2) The reactants are: [F:1][C:2]1[CH:3]=[C:4]([N+:9]([O-:11])=[O:10])[CH:5]=[CH:6][C:7]=1F.[CH2:12]1[C:21]2[C:16](=[CH:17][CH:18]=[CH:19][CH:20]=2)[CH2:15][CH2:14][NH:13]1.CCN(CC)CC. Given the product [F:1][C:2]1[CH:3]=[C:4]([N+:9]([O-:11])=[O:10])[CH:5]=[CH:6][C:7]=1[N:13]1[CH2:14][CH2:15][C:16]2[C:21](=[CH:20][CH:19]=[CH:18][CH:17]=2)[CH2:12]1, predict the reactants needed to synthesize it. (3) Given the product [C:1]1([C:7]([C:17]2[CH:22]=[CH:21][CH:20]=[CH:19][CH:18]=2)=[CH:8][C:9]2[CH:14]=[C:13]([Br:15])[CH:12]=[C:11]([C:23]3[C:32]4[C:27](=[CH:28][CH:29]=[CH:30][CH:31]=4)[CH:26]=[CH:25][CH:24]=3)[CH:10]=2)[CH:2]=[CH:3][CH:4]=[CH:5][CH:6]=1, predict the reactants needed to synthesize it. The reactants are: [C:1]1([C:7]([C:17]2[CH:22]=[CH:21][CH:20]=[CH:19][CH:18]=2)=[CH:8][C:9]2[CH:14]=[C:13]([Br:15])[CH:12]=[C:11](Br)[CH:10]=2)[CH:6]=[CH:5][CH:4]=[CH:3][CH:2]=1.[C:23]1(B(O)O)[C:32]2[C:27](=[CH:28][CH:29]=[CH:30][CH:31]=2)[CH:26]=[CH:25][CH:24]=1.C(=O)([O-])[O-].[Na+].[Na+].